From a dataset of Reaction yield outcomes from USPTO patents with 853,638 reactions. Predict the reaction yield, written as a fraction of the theoretical maximum amount of product (1.0 means a 100% yield; for example, 0.34 means a 34% yield). (1) The reactants are [CH2:1]([O:3][C:4](=[O:11])[CH:5](CC)[C:6](=[O:8])[CH3:7])[CH3:2].[CH2:12](O)[CH2:13][OH:14].C1(C)C=CC(S(O)(=O)=O)=CC=1. The catalyst is C1(C)C=CC=CC=1. The product is [CH2:1]([O:3][C:4](=[O:11])[CH2:5][C:6]1([CH3:7])[O:8][CH2:12][CH2:13][O:14]1)[CH3:2]. The yield is 0.910. (2) The reactants are S(Cl)(Cl)=O.[C:5]([C@H:8]1[C:17]2[C:12](=[CH:13][CH:14]=[CH:15][CH:16]=2)[C:11](=[O:18])[N:10]([CH2:19][CH2:20][CH2:21][Cl:22])[C@H:9]1[C:23]1[CH:28]=[CH:27][C:26]([O:29][CH3:30])=[CH:25][CH:24]=1)(O)=[O:6].[Cl-].[Al+3].[Cl-].[Cl-]. The catalyst is C1C=CC=CC=1. The product is [Cl:22][CH2:21][CH2:20][CH2:19][N:10]1[C:9]2[C:23]3[CH:28]=[CH:27][C:26]([O:29][CH3:30])=[CH:25][C:24]=3[C:5](=[O:6])[C:8]=2[C:17]2[C:12](=[CH:13][CH:14]=[CH:15][CH:16]=2)[C:11]1=[O:18]. The yield is 0.170. (3) The reactants are [F:1][C:2]1[CH:10]=[CH:9][C:5]([C:6]([OH:8])=O)=[CH:4][C:3]=1[O:11][CH3:12].CN(C(O[N:21]1N=N[C:23]2C=CC=N[C:22]1=2)=[N+](C)C)C.F[P-](F)(F)(F)(F)F.COC(OC)CN.OS(O)(=O)=O.[OH-].[Na+]. The catalyst is S1(CCCC1)(=O)=O. The product is [F:1][C:2]1[CH:10]=[C:9]2[C:5](=[CH:4][C:3]=1[O:11][CH3:12])[C:6](=[O:8])[NH:21][CH:22]=[CH:23]2. The yield is 0.890. (4) The reactants are [C:1]([C:5]1[CH:9]=[C:8]([C:10]([O:12]CC)=[O:11])[N:7]([C:15]2[CH:16]=[C:17]3[C:22](=[CH:23][CH:24]=2)[CH2:21][N:20]([C:25]([O:27][CH2:28][C:29]2[CH:34]=[CH:33][CH:32]=[CH:31][CH:30]=2)=[O:26])[CH2:19][CH2:18]3)[N:6]=1)([CH3:4])([CH3:3])[CH3:2].O[Li].O.Cl. The catalyst is C1COCC1.CCO.O. The product is [CH2:28]([O:27][C:25]([N:20]1[CH2:19][CH2:18][C:17]2[C:22](=[CH:23][CH:24]=[C:15]([N:7]3[C:8]([C:10]([OH:12])=[O:11])=[CH:9][C:5]([C:1]([CH3:4])([CH3:3])[CH3:2])=[N:6]3)[CH:16]=2)[CH2:21]1)=[O:26])[C:29]1[CH:30]=[CH:31][CH:32]=[CH:33][CH:34]=1. The yield is 1.06. (5) The reactants are [CH:1]1([NH:4][C:5]([NH:7][C:8]2[CH:13]=[CH:12][C:11]([O:14][C:15]3[C:24]4[C:19](=[CH:20][C:21]([O:29][CH3:30])=[C:22]([C:25]([O:27]C)=[O:26])[CH:23]=4)[N:18]=[CH:17][CH:16]=3)=[CH:10][C:9]=2[CH3:31])=[O:6])[CH2:3][CH2:2]1. The catalyst is CO.[OH-].[Na+]. The product is [CH:1]1([NH:4][C:5]([NH:7][C:8]2[CH:13]=[CH:12][C:11]([O:14][C:15]3[C:24]4[C:19](=[CH:20][C:21]([O:29][CH3:30])=[C:22]([C:25]([OH:27])=[O:26])[CH:23]=4)[N:18]=[CH:17][CH:16]=3)=[CH:10][C:9]=2[CH3:31])=[O:6])[CH2:3][CH2:2]1. The yield is 0.568. (6) The reactants are [F:1][B-](F)(F)F.[Br:6][C:7]1[C:16]2[C:11](=[CH:12][CH:13]=[C:14]([O:17][CH3:18])[N:15]=2)[N:10]=[CH:9][C:8]=1[N+]#N. The catalyst is C1C2C(CCCC2)CCC1.C(Cl)(Cl)Cl. The product is [Br:6][C:7]1[C:16]2[C:11](=[CH:12][CH:13]=[C:14]([O:17][CH3:18])[N:15]=2)[N:10]=[CH:9][C:8]=1[F:1]. The yield is 0.400. (7) The reactants are C(Cl)(=O)C(Cl)=O.[CH3:7][O:8][C:9]1[CH:17]=[CH:16][C:15]([O:18][CH3:19])=[CH:14][C:10]=1[C:11]([OH:13])=O.C(N(CC)CC)C.Cl.[CH3:28][NH:29][O:30][CH3:31]. The catalyst is C(Cl)Cl.CN(C=O)C. The product is [CH3:31][O:30][N:29]([CH3:28])[C:11](=[O:13])[C:10]1[CH:14]=[C:15]([O:18][CH3:19])[CH:16]=[CH:17][C:9]=1[O:8][CH3:7]. The yield is 0.990. (8) The reactants are [Cl-].[Li+].[OH-:3].[K+].C(Br)(Br)Br.[CH:9]([C:12]1[CH:19]=[CH:18][C:15]([CH:16]=[O:17])=[CH:14][CH:13]=1)([CH3:11])[CH3:10].Cl.[O:21]1[CH2:26]COCC1. No catalyst specified. The product is [OH:17][CH:16]([C:15]1[CH:14]=[CH:13][C:12]([CH:9]([CH3:11])[CH3:10])=[CH:19][CH:18]=1)[C:26]([OH:21])=[O:3]. The yield is 0.730. (9) The reactants are [C:1]([O:5][C:6](=[O:19])[NH:7][CH:8]1[CH2:17][C:16]2[C:11](=[N:12][CH:13]=[CH:14][CH:15]=2)[NH:10][C:9]1=[O:18])([CH3:4])([CH3:3])[CH3:2].Br[CH2:21][CH:22]1[CH2:24][CH2:23]1. No catalyst specified. The product is [C:1]([O:5][C:6](=[O:19])[NH:7][CH:8]1[CH2:17][C:16]2[C:11](=[N:12][CH:13]=[CH:14][CH:15]=2)[N:10]([CH2:21][CH:22]2[CH2:24][CH2:23]2)[C:9]1=[O:18])([CH3:4])([CH3:2])[CH3:3]. The yield is 0.730.